From a dataset of Forward reaction prediction with 1.9M reactions from USPTO patents (1976-2016). Predict the product of the given reaction. (1) Given the reactants Br[C:2]1[C:10]2[C:5](=[CH:6][CH:7]=[C:8]([O:11][CH3:12])[CH:9]=2)[N:4]([CH3:13])[CH:3]=1.C([O-])(=O)C.[K+].[CH3:19][C:20]1([CH3:36])[C:24]([CH3:26])([CH3:25])[O:23][B:22]([B:22]2[O:23][C:24]([CH3:26])([CH3:25])[C:20]([CH3:36])([CH3:19])[O:21]2)[O:21]1, predict the reaction product. The product is: [CH3:12][O:11][C:8]1[CH:9]=[C:10]2[C:5](=[CH:6][CH:7]=1)[N:4]([CH3:13])[CH:3]=[C:2]2[B:22]1[O:23][C:24]([CH3:26])([CH3:25])[C:20]([CH3:36])([CH3:19])[O:21]1. (2) Given the reactants [Cl:1][C:2]1[CH:19]=[CH:18][C:5]([C:6]([NH:8][C:9]2[S:10][CH:11]=[C:12]([CH2:14][C:15]([OH:17])=O)[N:13]=2)=[O:7])=[CH:4][CH:3]=1.[CH:20]1([CH2:26][N:27]2[CH2:32][CH2:31][NH:30][CH2:29][CH2:28]2)[CH2:25][CH2:24][CH2:23][CH2:22][CH2:21]1, predict the reaction product. The product is: [Cl:1][C:2]1[CH:3]=[CH:4][C:5]([C:6]([NH:8][C:9]2[S:10][CH:11]=[C:12]([CH2:14][C:15]([N:30]3[CH2:31][CH2:32][N:27]([CH2:26][CH:20]4[CH2:21][CH2:22][CH2:23][CH2:24][CH2:25]4)[CH2:28][CH2:29]3)=[O:17])[N:13]=2)=[O:7])=[CH:18][CH:19]=1.